Dataset: Full USPTO retrosynthesis dataset with 1.9M reactions from patents (1976-2016). Task: Predict the reactants needed to synthesize the given product. Given the product [F:1][C:2]1[CH:7]=[CH:6][C:5]([C:8]2[N:13]3[N:14]=[C:15]([NH:17][CH:27]4[CH2:26][CH2:25][N:24]([C:22]5[S:21][N:20]=[C:19]([CH3:18])[N:23]=5)[CH2:29][CH2:28]4)[N:16]=[C:12]3[CH:11]=[N:10][CH:9]=2)=[CH:4][CH:3]=1, predict the reactants needed to synthesize it. The reactants are: [F:1][C:2]1[CH:7]=[CH:6][C:5]([C:8]2[N:13]3[N:14]=[C:15]([NH2:17])[N:16]=[C:12]3[CH:11]=[N:10][CH:9]=2)=[CH:4][CH:3]=1.[CH3:18][C:19]1[N:23]=[C:22]([N:24]2[CH2:29][CH2:28][C:27](=O)[CH2:26][CH2:25]2)[S:21][N:20]=1.